From a dataset of Forward reaction prediction with 1.9M reactions from USPTO patents (1976-2016). Predict the product of the given reaction. (1) Given the reactants Cl[C:2]1[N:7]=[C:6]([S:8][CH2:9][CH3:10])[C:5]([C:11]([OH:13])=[O:12])=[C:4]([CH3:14])[CH:3]=1.[NH:15]1[CH2:20][CH2:19][O:18][CH2:17][CH2:16]1, predict the reaction product. The product is: [CH2:9]([S:8][C:6]1[C:5]([C:11]([OH:13])=[O:12])=[C:4]([CH3:14])[CH:3]=[C:2]([N:15]2[CH2:20][CH2:19][O:18][CH2:17][CH2:16]2)[N:7]=1)[CH3:10]. (2) Given the reactants Cl[C:2]1[O:3][C:4]2[C:5](=[C:7]([C:11]([O:13][CH3:14])=[O:12])[CH:8]=[CH:9][CH:10]=2)[N:6]=1.[CH3:15][C@@H:16]1[NH:21][CH2:20][CH2:19][NH:18][C:17]1=[O:22].C([O-])([O-])=O.[K+].[K+], predict the reaction product. The product is: [CH3:15][C@H:16]1[C:17](=[O:22])[NH:18][CH2:19][CH2:20][N:21]1[C:2]1[O:3][C:4]2[C:5](=[C:7]([C:11]([O:13][CH3:14])=[O:12])[CH:8]=[CH:9][CH:10]=2)[N:6]=1.